From a dataset of Forward reaction prediction with 1.9M reactions from USPTO patents (1976-2016). Predict the product of the given reaction. (1) Given the reactants [Cl:1][C:2]1[N:3]=[CH:4][N:5](COCC[Si](C)(C)C)[C:6]=1[C:7]([NH:9][CH2:10][C:11]1[CH:16]=[CH:15][C:14]([Cl:17])=[C:13]([O:18][C:19]2[CH:24]=[C:23]([C:25]([F:28])([F:27])[F:26])[CH:22]=[C:21]([C:29]#[N:30])[CH:20]=2)[C:12]=1[F:31])=[O:8].C(O)(C(F)(F)F)=O, predict the reaction product. The product is: [Cl:1][C:2]1[N:3]=[CH:4][NH:5][C:6]=1[C:7]([NH:9][CH2:10][C:11]1[CH:16]=[CH:15][C:14]([Cl:17])=[C:13]([O:18][C:19]2[CH:24]=[C:23]([C:25]([F:26])([F:27])[F:28])[CH:22]=[C:21]([C:29]#[N:30])[CH:20]=2)[C:12]=1[F:31])=[O:8]. (2) Given the reactants C1(S([N:10]2[C:18]3[C:13](=[CH:14][C:15](/[CH:19]=[CH:20]/[C:21]4[CH:26]=[CH:25][C:24]([O:27][CH3:28])=[CH:23][CH:22]=4)=[CH:16][CH:17]=3)[C:12]3[CH:29]=[C:30]([Cl:33])[CH:31]=[N:32][C:11]2=3)(=O)=O)C=CC=CC=1.CCCC[N+](CCCC)(CCCC)CCCC.[F-], predict the reaction product. The product is: [Cl:33][C:30]1[CH:31]=[N:32][C:11]2[NH:10][C:18]3[C:13]([C:12]=2[CH:29]=1)=[CH:14][C:15](/[CH:19]=[CH:20]/[C:21]1[CH:26]=[CH:25][C:24]([O:27][CH3:28])=[CH:23][CH:22]=1)=[CH:16][CH:17]=3. (3) Given the reactants Cl[C:2]1[CH:7]=[CH:6][CH:5]=[C:4]([S:8]([C:11]2[CH:16]=[CH:15][C:14]([O:17][CH3:18])=[CH:13][CH:12]=2)(=[O:10])=[O:9])[N:3]=1.CC1(C)C(C)(C)OB([C:27]2[CH:39]=[CH:38][C:30]3[N:31]=[C:32]([NH:34][C:35](=[O:37])[CH3:36])[S:33][C:29]=3[CH:28]=2)O1.C(=O)([O-])[O-].[Na+].[Na+], predict the reaction product. The product is: [CH3:18][O:17][C:14]1[CH:15]=[CH:16][C:11]([S:8]([C:4]2[N:3]=[C:2]([C:27]3[CH:39]=[CH:38][C:30]4[N:31]=[C:32]([NH:34][C:35](=[O:37])[CH3:36])[S:33][C:29]=4[CH:28]=3)[CH:7]=[CH:6][CH:5]=2)(=[O:10])=[O:9])=[CH:12][CH:13]=1. (4) The product is: [CH3:19][O:18][C:16](=[O:17])[C:15]([CH3:21])([O:13][C:9]1[CH:10]=[CH:11][CH:12]=[C:7]([C:3]2[CH:2]=[N:1][CH:6]=[CH:5][CH:4]=2)[CH:8]=1)[CH3:20]. Given the reactants [N:1]1[CH:6]=[CH:5][CH:4]=[C:3]([C:7]2[CH:8]=[C:9]([OH:13])[CH:10]=[CH:11][CH:12]=2)[CH:2]=1.Br[C:15]([CH3:21])([CH3:20])[C:16]([O:18][CH3:19])=[O:17].C([O-])([O-])=O.[K+].[K+], predict the reaction product. (5) Given the reactants B(Br)(Br)Br.C[O:6][C:7]1[CH:16]=[C:15]2[C:10]([CH:11]=[CH:12][N:13]=[C:14]2[NH2:17])=[CH:9][CH:8]=1.N, predict the reaction product. The product is: [NH2:17][C:14]1[C:15]2[C:10](=[CH:9][CH:8]=[C:7]([OH:6])[CH:16]=2)[CH:11]=[CH:12][N:13]=1. (6) Given the reactants [F:1][C:2]1[CH:7]=[CH:6][C:5]([C:8]2[NH:9][C:10]([C:13](F)(F)F)=[CH:11][N:12]=2)=[CH:4][CH:3]=1.[OH-:17].[Na+].[OH2:19], predict the reaction product. The product is: [F:1][C:2]1[CH:7]=[CH:6][C:5]([C:8]2[NH:9][C:10]([C:13]([OH:19])=[O:17])=[CH:11][N:12]=2)=[CH:4][CH:3]=1.